Dataset: Full USPTO retrosynthesis dataset with 1.9M reactions from patents (1976-2016). Task: Predict the reactants needed to synthesize the given product. Given the product [O:43]=[C:37]1[CH:36]([N:30]2[CH2:29][C:28]3[C:32](=[CH:33][CH:34]=[C:26]([CH2:25][NH:24][C:3](=[O:5])[C:2]([F:1])([F:17])[C:6]4[CH:11]=[CH:10][C:9]([O:12][CH:13]([CH3:15])[CH3:14])=[C:8]([F:16])[CH:7]=4)[CH:27]=3)[C:31]2=[O:35])[CH2:41][CH2:40][C:39](=[O:42])[NH:38]1, predict the reactants needed to synthesize it. The reactants are: [F:1][C:2]([F:17])([C:6]1[CH:11]=[CH:10][C:9]([O:12][CH:13]([CH3:15])[CH3:14])=[C:8]([F:16])[CH:7]=1)[C:3]([OH:5])=O.P(Cl)(Cl)(Cl)=O.Cl.[NH2:24][CH2:25][C:26]1[CH:27]=[C:28]2[C:32](=[CH:33][CH:34]=1)[C:31](=[O:35])[N:30]([CH:36]1[CH2:41][CH2:40][C:39](=[O:42])[NH:38][C:37]1=[O:43])[CH2:29]2.C(=O)(O)[O-].[Na+].